The task is: Predict which catalyst facilitates the given reaction.. This data is from Catalyst prediction with 721,799 reactions and 888 catalyst types from USPTO. Reactant: [Cl:1][C:2]1[N:7]=[C:6]2[CH:8]=[C:9]([C:11]#[N:12])[NH:10][C:5]2=[CH:4][CH:3]=1.C([O-])([O-])=O.[K+].[K+].[CH2:19](Br)[C:20]1[CH:25]=[CH:24][CH:23]=[CH:22][CH:21]=1. Product: [CH2:19]([N:10]1[C:5]2[C:6](=[N:7][C:2]([Cl:1])=[CH:3][CH:4]=2)[CH:8]=[C:9]1[C:11]#[N:12])[C:20]1[CH:25]=[CH:24][CH:23]=[CH:22][CH:21]=1. The catalyst class is: 31.